This data is from Peptide-MHC class I binding affinity with 185,985 pairs from IEDB/IMGT. The task is: Regression. Given a peptide amino acid sequence and an MHC pseudo amino acid sequence, predict their binding affinity value. This is MHC class I binding data. (1) The peptide sequence is HIASKINNNR. The MHC is HLA-A03:01 with pseudo-sequence HLA-A03:01. The binding affinity (normalized) is 0.299. (2) The peptide sequence is RVRAYTYSK. The MHC is HLA-A31:01 with pseudo-sequence HLA-A31:01. The binding affinity (normalized) is 0.920. (3) The peptide sequence is RVRAYTYSK. The MHC is HLA-B14:02 with pseudo-sequence HLA-B14:02. The binding affinity (normalized) is 0.213.